From a dataset of Peptide-MHC class II binding affinity with 134,281 pairs from IEDB. Regression. Given a peptide amino acid sequence and an MHC pseudo amino acid sequence, predict their binding affinity value. This is MHC class II binding data. The peptide sequence is GVAQGGVFHTMWHVT. The MHC is DRB1_0301 with pseudo-sequence DRB1_0301. The binding affinity (normalized) is 0.336.